This data is from Full USPTO retrosynthesis dataset with 1.9M reactions from patents (1976-2016). The task is: Predict the reactants needed to synthesize the given product. The reactants are: Cl[C:2]1[C:11]2[C:6](=[CH:7][C:8]([CH3:12])=[CH:9][CH:10]=2)[C:5]([C:13]2[CH:18]=[CH:17][C:16]([O:19][CH3:20])=[CH:15][CH:14]=2)=[N:4][N:3]=1.[NH2:21][CH:22]1[CH2:27][CH2:26][N:25]([CH2:28][C:29]2[CH:38]=[CH:37][C:36]3[C:31](=[CH:32][CH:33]=[CH:34][CH:35]=3)[CH:30]=2)[CH2:24][CH2:23]1. Given the product [CH3:20][O:19][C:16]1[CH:17]=[CH:18][C:13]([C:5]2[C:6]3[C:11](=[CH:10][CH:9]=[C:8]([CH3:12])[CH:7]=3)[C:2]([NH:21][CH:22]3[CH2:23][CH2:24][N:25]([CH2:28][C:29]4[CH:38]=[CH:37][C:36]5[C:31](=[CH:32][CH:33]=[CH:34][CH:35]=5)[CH:30]=4)[CH2:26][CH2:27]3)=[N:3][N:4]=2)=[CH:14][CH:15]=1, predict the reactants needed to synthesize it.